This data is from Reaction yield outcomes from USPTO patents with 853,638 reactions. The task is: Predict the reaction yield, written as a fraction of the theoretical maximum amount of product (1.0 means a 100% yield; for example, 0.34 means a 34% yield). The reactants are [CH2:1]([O:3][C:4](=[O:19])[CH2:5][C:6]1[C:15]2[C:10](=[CH:11][CH:12]=[C:13]([O:16][CH3:17])[N:14]=2)[N:9]=[CH:8][C:7]=1[F:18])[CH3:2].[Li+].C[Si]([N-][Si](C)(C)C)(C)C.Br[CH2:31][N:32]1[C:36](=[O:37])[C:35]2=[CH:38][CH:39]=[CH:40][CH:41]=[C:34]2[C:33]1=[O:42]. The catalyst is C1COCC1. The product is [CH2:1]([O:3][C:4](=[O:19])[CH:5]([C:6]1[C:15]2[C:10](=[CH:11][CH:12]=[C:13]([O:16][CH3:17])[N:14]=2)[N:9]=[CH:8][C:7]=1[F:18])[CH2:31][N:32]1[C:36](=[O:37])[C:35]2[C:34](=[CH:41][CH:40]=[CH:39][CH:38]=2)[C:33]1=[O:42])[CH3:2]. The yield is 0.510.